From a dataset of Full USPTO retrosynthesis dataset with 1.9M reactions from patents (1976-2016). Predict the reactants needed to synthesize the given product. (1) Given the product [O:36]1[CH2:40][CH2:39][CH2:38][C@H:37]1[C:18]([N:15]1[CH2:16][CH2:17][C@H:13]([N:10]2[CH2:11][CH2:12][CH:7]([N:6]3[C:5]4[CH:25]=[CH:26][CH:27]=[CH:28][C:4]=4[NH:3][C:2]3=[O:1])[CH2:8][CH2:9]2)[CH2:14]1)=[O:19], predict the reactants needed to synthesize it. The reactants are: [O:1]=[C:2]1[N:6]([CH:7]2[CH2:12][CH2:11][N:10]([C@H:13]3[CH2:17][CH2:16][N:15]([C:18](OC(C)(C)C)=[O:19])[CH2:14]3)[CH2:9][CH2:8]2)[C:5]2[CH:25]=[CH:26][CH:27]=[CH:28][C:4]=2[NH:3]1.FC(F)(F)C(O)=O.[O:36]1[CH2:40][CH2:39][CH2:38][C@H:37]1C(O)=O.CCN(C(C)C)C(C)C.CN(C(ON1N=NC2C=CC=NC1=2)=[N+](C)C)C.F[P-](F)(F)(F)(F)F. (2) Given the product [CH:1]1([N:6]2[C:7]3=[N:8][CH:9]=[CH:10][CH:11]=[C:12]3[N:13]=[C:14]2[C:15]([O:17][CH2:18][CH3:19])=[O:16])[CH2:5][CH2:4][CH2:3][CH2:2]1, predict the reactants needed to synthesize it. The reactants are: [CH:1]1([NH:6][C:7]2[C:12]([NH:13][C:14](=O)[C:15]([O:17][CH2:18][CH3:19])=[O:16])=[CH:11][CH:10]=[CH:9][N:8]=2)[CH2:5][CH2:4][CH2:3][CH2:2]1. (3) Given the product [O:1]=[C:2]1[CH2:7][S:6][C:5]2[CH:8]=[CH:9][C:10]([C:12]([OH:14])=[O:13])=[N:11][C:4]=2[NH:3]1, predict the reactants needed to synthesize it. The reactants are: [O:1]=[C:2]1[CH2:7][S:6][C:5]2[CH:8]=[CH:9][C:10]([C:12]([O:14]C)=[O:13])=[N:11][C:4]=2[NH:3]1.O.[OH-].[Na+].